This data is from Forward reaction prediction with 1.9M reactions from USPTO patents (1976-2016). The task is: Predict the product of the given reaction. (1) Given the reactants [NH2:1][C:2]1[CH:7]=[CH:6][C:5]([Br:8])=[CH:4][C:3]=1[C:9](=[O:11])[CH3:10].[Cl:12]N1C(=O)CCC1=O, predict the reaction product. The product is: [NH2:1][C:2]1[C:7]([Cl:12])=[CH:6][C:5]([Br:8])=[CH:4][C:3]=1[C:9](=[O:11])[CH3:10]. (2) The product is: [CH2:11]([O:10][C:8](=[O:9])[C:7]1[C:6]([CH3:13])=[CH:5][C:4]([CH:14]2[CH2:16][CH2:15]2)=[N:3][C:2]=1[CH3:1])[CH3:12]. Given the reactants [CH3:1][C:2]1[C:7]([C:8]([O:10][CH2:11][CH3:12])=[O:9])=[C:6]([CH3:13])[CH:5]=[CH:4][N:3]=1.[CH:14]1(C(O)=O)[CH2:16][CH2:15]1.S(OOS([O-])(=O)=O)([O-])(=O)=O.[NH4+].[NH4+].[NH4+].[OH-], predict the reaction product. (3) Given the reactants [CH2:1]([C:7]1[CH:12]=[CH:11][C:10]([C:13]#[C:14][Si](C)(C)C)=[CH:9][CH:8]=1)[CH2:2][CH2:3][CH2:4][CH2:5][CH3:6].C(=O)([O-])[O-].[K+].[K+].CO, predict the reaction product. The product is: [C:13]([C:10]1[CH:11]=[CH:12][C:7]([CH2:1][CH2:2][CH2:3][CH2:4][CH2:5][CH3:6])=[CH:8][CH:9]=1)#[CH:14].